Dataset: Reaction yield outcomes from USPTO patents with 853,638 reactions. Task: Predict the reaction yield, written as a fraction of the theoretical maximum amount of product (1.0 means a 100% yield; for example, 0.34 means a 34% yield). (1) The reactants are [N-:1]=[N+:2]=[N-:3].[Na+].[F:5][C:6]1[C:7](F)=[C:8]([CH:11]=[CH:12][CH:13]=1)[C:9]#[N:10]. The catalyst is CC(N(C)C)=O.O.CCOCC. The product is [N:1]([C:11]1[CH:12]=[CH:13][C:6]([F:5])=[CH:7][C:8]=1[C:9]#[N:10])=[N+:2]=[N-:3]. The yield is 0.530. (2) The reactants are [CH3:1][O:2][C:3]1[CH:4]=[C:5]([C:9]2[CH:17]=[CH:16][CH:15]=[C:14]3[C:10]=2[CH2:11][C:12](=[O:18])[NH:13]3)[CH:6]=[CH:7][CH:8]=1.[CH3:19][C:20]1[C:24]([C:25]([N:27]2[CH2:32][CH2:31][N:30]([CH3:33])[CH2:29][CH2:28]2)=[O:26])=[CH:23][NH:22][C:21]=1[CH:34]=O. The catalyst is C(O)C.N1CCCCC1. The product is [CH3:1][O:2][C:3]1[CH:4]=[C:5]([C:9]2[CH:17]=[CH:16][CH:15]=[C:14]3[C:10]=2[C:11](=[CH:34][C:21]2[NH:22][CH:23]=[C:24]([C:25]([N:27]4[CH2:28][CH2:29][N:30]([CH3:33])[CH2:31][CH2:32]4)=[O:26])[C:20]=2[CH3:19])[C:12](=[O:18])[NH:13]3)[CH:6]=[CH:7][CH:8]=1. The yield is 0.410. (3) The reactants are [C:1]([NH:4][NH:5][CH:6]1[CH:12]=[N:11][C:10]([C:13]2[CH:18]=[CH:17][CH:16]=[CH:15][CH:14]=2)=[C:9]2[CH:19]=[C:20]([Cl:23])[CH:21]=[CH:22][C:8]2=[N:7]1)(=O)[CH3:2].C1(C)C=CC=CC=1.C1(C)C=CC(S(O)(=O)=O)=CC=1. The catalyst is O. The product is [CH3:2][C:1]1[N:7]2[C:8]3[CH:22]=[CH:21][C:20]([Cl:23])=[CH:19][C:9]=3[C:10]([C:13]3[CH:18]=[CH:17][CH:16]=[CH:15][CH:14]=3)=[N:11][CH2:12][C:6]2=[N:5][N:4]=1. The yield is 0.800.